From a dataset of NCI-60 drug combinations with 297,098 pairs across 59 cell lines. Regression. Given two drug SMILES strings and cell line genomic features, predict the synergy score measuring deviation from expected non-interaction effect. (1) Drug 1: CC1=C2C(C(=O)C3(C(CC4C(C3C(C(C2(C)C)(CC1OC(=O)C(C(C5=CC=CC=C5)NC(=O)OC(C)(C)C)O)O)OC(=O)C6=CC=CC=C6)(CO4)OC(=O)C)O)C)O. Drug 2: C(CCl)NC(=O)N(CCCl)N=O. Cell line: ACHN. Synergy scores: CSS=0.876, Synergy_ZIP=-0.500, Synergy_Bliss=-4.24, Synergy_Loewe=-4.96, Synergy_HSA=-5.00. (2) Drug 1: CN(C)N=NC1=C(NC=N1)C(=O)N. Drug 2: CCN(CC)CCCC(C)NC1=C2C=C(C=CC2=NC3=C1C=CC(=C3)Cl)OC. Cell line: NCIH23. Synergy scores: CSS=27.3, Synergy_ZIP=-6.02, Synergy_Bliss=-3.03, Synergy_Loewe=-42.5, Synergy_HSA=-1.80. (3) Drug 1: C1=C(C(=O)NC(=O)N1)F. Drug 2: CC(C)(C#N)C1=CC(=CC(=C1)CN2C=NC=N2)C(C)(C)C#N. Cell line: SNB-75. Synergy scores: CSS=17.5, Synergy_ZIP=-4.11, Synergy_Bliss=-3.97, Synergy_Loewe=-2.69, Synergy_HSA=-2.65. (4) Drug 1: COC1=C(C=C2C(=C1)N=CN=C2NC3=CC(=C(C=C3)F)Cl)OCCCN4CCOCC4. Drug 2: CC1C(C(=O)NC(C(=O)N2CCCC2C(=O)N(CC(=O)N(C(C(=O)O1)C(C)C)C)C)C(C)C)NC(=O)C3=C4C(=C(C=C3)C)OC5=C(C(=O)C(=C(C5=N4)C(=O)NC6C(OC(=O)C(N(C(=O)CN(C(=O)C7CCCN7C(=O)C(NC6=O)C(C)C)C)C)C(C)C)C)N)C. Cell line: BT-549. Synergy scores: CSS=38.4, Synergy_ZIP=11.1, Synergy_Bliss=21.2, Synergy_Loewe=21.5, Synergy_HSA=21.1. (5) Drug 1: CC12CCC(CC1=CCC3C2CCC4(C3CC=C4C5=CN=CC=C5)C)O. Drug 2: C1CN(CCN1C(=O)CCBr)C(=O)CCBr. Cell line: UO-31. Synergy scores: CSS=24.3, Synergy_ZIP=7.98, Synergy_Bliss=9.50, Synergy_Loewe=5.52, Synergy_HSA=11.1.